From a dataset of Reaction yield outcomes from USPTO patents with 853,638 reactions. Predict the reaction yield, written as a fraction of the theoretical maximum amount of product (1.0 means a 100% yield; for example, 0.34 means a 34% yield). (1) The reactants are [Cl:1][C:2]1[C:6]([Cl:7])=[C:5]([C:8]([C:10]2[CH:14]=[CH:13][S:12][CH:11]=2)=O)[S:4][N:3]=1.Cl.[NH2:16][OH:17]. The catalyst is N1C=CC=CC=1. The product is [Cl:1][C:2]1[C:6]([Cl:7])=[C:5]([C:8]([C:10]2[CH:14]=[CH:13][S:12][CH:11]=2)=[N:16][OH:17])[S:4][N:3]=1. The yield is 0.990. (2) The reactants are [NH2:1][CH:2]([CH3:7])[CH2:3][C:4]([OH:6])=[O:5].C(N(CC)CC)C.FC1C(F)=C(F)C(F)=C([O:22][C:23]([CH2:25][CH2:26][CH2:27][CH2:28][C@H:29]2[C@@H:37]3[C@@H:32]([NH:33][C:34]([NH:36]3)=[O:35])[CH2:31][S:30]2)=O)C=1. The catalyst is CN(C=O)C. The product is [C:23]([NH:1][CH:2]([CH3:7])[CH2:3][C:4]([OH:6])=[O:5])(=[O:22])[CH2:25][CH2:26][CH2:27][CH2:28][C@H:29]1[C@@H:37]2[C@@H:32]([NH:33][C:34]([NH:36]2)=[O:35])[CH2:31][S:30]1. The yield is 0.980. (3) The catalyst is C(Cl)Cl. The yield is 0.805. The reactants are [OH:1][C:2]1[CH:3]=[C:4]2[C:8](=[CH:9][CH:10]=1)[C@H:7]([CH2:11][C:12]([O:14][CH2:15][CH3:16])=[O:13])[CH2:6][CH2:5]2.[CH3:17][C:18]1[O:22][C:21]([C:23]2[CH:28]=[CH:27][C:26]([CH3:29])=[CH:25][CH:24]=2)=[N:20][C:19]=1[CH2:30][CH2:31]O.CN(C(/N=N/C(N(C)C)=O)=O)C.C1C=CC(P(C2C=CC=CC=2)C2C=CC=CC=2)=CC=1. The product is [CH3:17][C:18]1[O:22][C:21]([C:23]2[CH:28]=[CH:27][C:26]([CH3:29])=[CH:25][CH:24]=2)=[N:20][C:19]=1[CH2:30][CH2:31][O:1][C:2]1[CH:3]=[C:4]2[C:8](=[CH:9][CH:10]=1)[C@H:7]([CH2:11][C:12]([O:14][CH2:15][CH3:16])=[O:13])[CH2:6][CH2:5]2. (4) The reactants are [C:1]([C:4]1[CH:12]=[CH:11][CH:10]=[CH:9][C:5]=1[C:6]([OH:8])=[O:7])(=[O:3])[CH3:2].ClC1C=CC=CC=1.Br.O. The catalyst is C(O)(=O)C.BrBr. The product is [C:6]1(=[O:8])[C:5]2[CH:9]=[CH:10][CH:11]=[CH:12][C:4]=2[C:1](=[O:3])[CH2:2][O:7]1. The yield is 0.750. (5) The reactants are [N:1]1[C:10]2[C:5](=[CH:6][CH:7]=[CH:8][CH:9]=2)[CH:4]=[CH:3][C:2]=1[N:11]1[CH2:14][CH:13]([C:15]2[C:16]([C:21]3[CH2:26][CH2:25][N:24](C(OC(C)(C)C)=O)[CH2:23][CH:22]=3)=[N:17][CH:18]=[CH:19][N:20]=2)[CH2:12]1.C(O)(C(F)(F)F)=O. The catalyst is C(Cl)Cl. The product is [NH:24]1[CH2:23][CH:22]=[C:21]([C:16]2[C:15]([CH:13]3[CH2:12][N:11]([C:2]4[CH:3]=[CH:4][C:5]5[C:10](=[CH:9][CH:8]=[CH:7][CH:6]=5)[N:1]=4)[CH2:14]3)=[N:20][CH:19]=[CH:18][N:17]=2)[CH2:26][CH2:25]1. The yield is 0.990.